Task: Predict which catalyst facilitates the given reaction.. Dataset: Catalyst prediction with 721,799 reactions and 888 catalyst types from USPTO (1) Reactant: [CH3:1][C:2]1[C:37]([CH3:38])=[CH:36][C:5]2[NH:6][C:7]([CH2:9][N:10]([CH:26]3[C:35]4[N:34]=[CH:33][CH:32]=[CH:31][C:30]=4[CH2:29][CH2:28][CH2:27]3)[CH2:11][CH2:12][CH2:13][CH2:14][N:15]3C(=O)C4C(=CC=CC=4)C3=O)=[N:8][C:4]=2[CH:3]=1.O.NN. Product: [CH3:38][C:37]1[C:2]([CH3:1])=[CH:3][C:4]2[NH:8][C:7]([CH2:9][N:10]([CH:26]3[C:35]4[N:34]=[CH:33][CH:32]=[CH:31][C:30]=4[CH2:29][CH2:28][CH2:27]3)[CH2:11][CH2:12][CH2:13][CH2:14][NH2:15])=[N:6][C:5]=2[CH:36]=1. The catalyst class is: 621. (2) Reactant: [CH3:1][O:2][C:3]1[CH:11]=[CH:10][C:6]([C:7](O)=[O:8])=[CH:5][N:4]=1.O=S(Cl)[Cl:14]. Product: [CH3:1][O:2][C:3]1[CH:11]=[CH:10][C:6]([C:7]([Cl:14])=[O:8])=[CH:5][N:4]=1. The catalyst class is: 3. (3) Reactant: [H-].[Al+3].[Li+].[H-].[H-].[H-].[CH2:7]([O:9][C:10]1[N:14]([C:15]2[C:16]([CH3:25])=[C:17]([CH:22]=[CH:23][CH:24]=2)[C:18](OC)=[O:19])[C:13]2[CH:26]=[C:27]([F:30])[CH:28]=[CH:29][C:12]=2[N:11]=1)[CH3:8].O.O.O.O.O.O.O.O.O.O.[O-]S([O-])(=O)=O.[Na+].[Na+]. Product: [CH2:7]([O:9][C:10]1[N:14]([C:15]2[C:16]([CH3:25])=[C:17]([CH2:18][OH:19])[CH:22]=[CH:23][CH:24]=2)[C:13]2[CH:26]=[C:27]([F:30])[CH:28]=[CH:29][C:12]=2[N:11]=1)[CH3:8]. The catalyst class is: 7.